The task is: Predict the reaction yield, written as a fraction of the theoretical maximum amount of product (1.0 means a 100% yield; for example, 0.34 means a 34% yield).. This data is from Reaction yield outcomes from USPTO patents with 853,638 reactions. (1) The reactants are [Cl:1][C:2]1[CH:7]=[C:6]([Cl:8])[CH:5]=[CH:4][C:3]=1[N:9]1[C:13]([C:14]2[CH:19]=[CH:18][C:17]([OH:20])=[CH:16][CH:15]=2)=[C:12]([CH3:21])[C:11]([C:22]([OH:24])=[O:23])=[N:10]1.O.[CH3:26]O. The catalyst is Cl. The product is [CH3:26][O:23][C:22]([C:11]1[C:12]([CH3:21])=[C:13]([C:14]2[CH:19]=[CH:18][C:17]([OH:20])=[CH:16][CH:15]=2)[N:9]([C:3]2[CH:4]=[CH:5][C:6]([Cl:8])=[CH:7][C:2]=2[Cl:1])[N:10]=1)=[O:24]. The yield is 0.850. (2) The reactants are [Br:1][C:2]1[CH:7]=[CH:6][C:5]([S:8](Cl)(=[O:10])=[O:9])=[CH:4][CH:3]=1.[CH3:12][O:13][CH2:14][CH2:15][NH2:16]. No catalyst specified. The product is [Br:1][C:2]1[CH:7]=[CH:6][C:5]([S:8]([NH:16][CH2:15][CH2:14][O:13][CH3:12])(=[O:10])=[O:9])=[CH:4][CH:3]=1. The yield is 0.950. (3) The reactants are [CH2:1]([O:3][C:4]1[CH:5]=[C:6]([CH:12]([N:17]2[C:21](=[O:22])[C:20]3=[CH:23][C:24]([OH:27])=[CH:25][CH:26]=[C:19]3[C:18]2=[O:28])[CH2:13][C:14](O)=[O:15])[CH:7]=[CH:8][C:9]=1[O:10][CH3:11])[CH3:2].C(N1C=CN=C1)(N1C=CN=C1)=O.Cl.[NH2:42][OH:43]. The catalyst is O1CCCC1. The product is [CH2:1]([O:3][C:4]1[CH:5]=[C:6]([CH:12]([N:17]2[C:21](=[O:22])[C:20]3=[CH:23][C:24]([OH:27])=[CH:25][CH:26]=[C:19]3[C:18]2=[O:28])[CH2:13][C:14]([NH:42][OH:43])=[O:15])[CH:7]=[CH:8][C:9]=1[O:10][CH3:11])[CH3:2]. The yield is 0.440. (4) The reactants are [CH2:1]([NH:3][C:4]1[C:9]([N+:10]([O-])=O)=[CH:8][CH:7]=[CH:6][N:5]=1)[CH3:2].NN. The catalyst is C(O)C.[Pd]. The product is [CH2:1]([NH:3][C:4]1[C:9]([NH2:10])=[CH:8][CH:7]=[CH:6][N:5]=1)[CH3:2]. The yield is 0.750. (5) The reactants are C(OC(=O)[N:7]([C:15]1[CH:20]=[N:19][C:18](I)=[C:17]([Cl:22])[N:16]=1)[CH2:8][CH:9]1[CH2:14][CH2:13][O:12][CH2:11][CH2:10]1)(C)(C)C.Cl[C:25]([F:31])([F:30])C(OC)=O.[F-:32].[K+]. The catalyst is CN(C=O)C.[Cu]I. The product is [Cl:22][C:17]1[N:16]=[C:15]([NH:7][CH2:8][CH:9]2[CH2:14][CH2:13][O:12][CH2:11][CH2:10]2)[CH:20]=[N:19][C:18]=1[C:25]([F:31])([F:32])[F:30]. The yield is 0.550. (6) The reactants are [CH3:1][O:2][C:3]1[CH:8]=[CH:7][C:6]([C:9](OC)=[O:10])=[CH:5][C:4]=1[NH:13][C:14]([CH:16]1[CH2:21][CH:20]([O:22][CH2:23][CH2:24][CH2:25][CH2:26][CH2:27][CH2:28][CH2:29][CH2:30][CH2:31][CH2:32][CH2:33][CH2:34][CH2:35][CH2:36][CH2:37][CH2:38][CH2:39][CH3:40])[CH:19]([O:41][CH2:42][CH2:43][CH2:44][CH2:45][CH2:46][CH2:47][CH2:48][CH2:49][CH2:50][CH2:51][CH2:52][CH2:53][CH2:54][CH2:55][CH2:56][CH2:57][CH2:58][CH3:59])[CH:18]([O:60][CH2:61][CH2:62][CH2:63][CH2:64][CH2:65][CH2:66][CH2:67][CH2:68][CH2:69][CH2:70][CH2:71][CH2:72][CH2:73][CH2:74][CH2:75][CH2:76][CH2:77][CH3:78])[CH2:17]1)=[O:15].CC(C[AlH]CC(C)C)C.C1(C)C=CC=CC=1.Cl. The catalyst is C1COCC1. The product is [OH:10][CH2:9][C:6]1[CH:7]=[CH:8][C:3]([O:2][CH3:1])=[C:4]([NH:13][C:14]([CH:16]2[CH2:17][CH:18]([O:60][CH2:61][CH2:62][CH2:63][CH2:64][CH2:65][CH2:66][CH2:67][CH2:68][CH2:69][CH2:70][CH2:71][CH2:72][CH2:73][CH2:74][CH2:75][CH2:76][CH2:77][CH3:78])[CH:19]([O:41][CH2:42][CH2:43][CH2:44][CH2:45][CH2:46][CH2:47][CH2:48][CH2:49][CH2:50][CH2:51][CH2:52][CH2:53][CH2:54][CH2:55][CH2:56][CH2:57][CH2:58][CH3:59])[CH:20]([O:22][CH2:23][CH2:24][CH2:25][CH2:26][CH2:27][CH2:28][CH2:29][CH2:30][CH2:31][CH2:32][CH2:33][CH2:34][CH2:35][CH2:36][CH2:37][CH2:38][CH2:39][CH3:40])[CH2:21]2)=[O:15])[CH:5]=1. The yield is 0.860. (7) The reactants are [CH2:1]([Li])[CH2:2][CH2:3][CH3:4].O=O.Br[C:9]1[CH:14]=[CH:13][C:12]([Cl:15])=[C:11]([CH2:16][C:17]2[CH:22]=[CH:21][C:20]([O:23][CH2:24][CH3:25])=[CH:19][CH:18]=2)[CH:10]=1.CON(C)[C:29](=[O:81])[C@H:30]([O:73]CC1C=CC=CC=1)[C@@H:31]([O:65][CH2:66][C:67]1[CH:72]=[CH:71][CH:70]=[CH:69][CH:68]=1)[C@H:32]([O:57][CH2:58][C:59]1[CH:64]=[CH:63][CH:62]=[CH:61][CH:60]=1)[C:33]([OH:56])([CH2:45][O:46][CH2:47][C:48]1[CH:53]=[CH:52][C:51]([O:54][CH3:55])=[CH:50][CH:49]=1)[CH2:34][O:35][CH2:36][C:37]1[CH:42]=[CH:41][C:40]([O:43][CH3:44])=[CH:39][CH:38]=1.[Al].O1C[CH2:87][CH2:86][CH2:85]1. The catalyst is C(OCC)C. The product is [CH2:1]([O:73][CH:30]1[C@@H:31]([O:65][CH2:66][C:67]2[CH:68]=[CH:69][CH:70]=[CH:71][CH:72]=2)[C@H:32]([O:57][CH2:58][C:59]2[CH:64]=[CH:63][CH:62]=[CH:61][CH:60]=2)[C:33]([CH2:45][O:46][CH2:47][C:48]2[CH:49]=[CH:50][C:51]([O:54][CH3:55])=[CH:52][CH:53]=2)([CH2:34][O:35][CH2:36][C:37]2[CH:38]=[CH:39][C:40]([O:43][CH3:44])=[CH:41][CH:42]=2)[O:56][C:29]1([C:9]1[CH:14]=[CH:13][C:12]([Cl:15])=[C:11]([CH2:16][C:17]2[CH:22]=[CH:21][C:20]([O:23][CH2:24][CH3:25])=[CH:19][CH:18]=2)[CH:10]=1)[OH:81])[C:2]1[CH:87]=[CH:86][CH:85]=[CH:4][CH:3]=1. The yield is 0.380.